From a dataset of Forward reaction prediction with 1.9M reactions from USPTO patents (1976-2016). Predict the product of the given reaction. (1) Given the reactants [Cl:1][C:2]1[CH:7]=[CH:6][C:5]([C:8]2[CH:9]=[C:10]([C:20]([OH:22])=O)[N:11]=[N:12][C:13]=2[O:14][CH2:15][C:16]([F:19])([F:18])[F:17])=[CH:4][CH:3]=1.[F:23][C:24]([F:33])([F:32])[C:25]1[O:29][N:28]=[C:27]([CH2:30][NH2:31])[CH:26]=1, predict the reaction product. The product is: [F:33][C:24]([F:23])([F:32])[C:25]1[O:29][N:28]=[C:27]([CH2:30][NH:31][C:20]([C:10]2[N:11]=[N:12][C:13]([O:14][CH2:15][C:16]([F:19])([F:17])[F:18])=[C:8]([C:5]3[CH:4]=[CH:3][C:2]([Cl:1])=[CH:7][CH:6]=3)[CH:9]=2)=[O:22])[CH:26]=1. (2) Given the reactants Cl[CH2:2][CH2:3][CH2:4][CH2:5][N:6]1[C:14]2[C:9](=[CH:10][CH:11]=[CH:12][CH:13]=2)[C:8]2[CH2:15][CH2:16][S:17][C:18]3[CH:23]=[CH:22][CH:21]=[CH:20][C:19]=3[C:7]1=2.[NH:24]1[CH2:29][CH2:28][CH2:27][CH2:26][CH2:25]1, predict the reaction product. The product is: [N:24]1([CH2:2][CH2:3][CH2:4][CH2:5][N:6]2[C:14]3[C:9](=[CH:10][CH:11]=[CH:12][CH:13]=3)[C:8]3[CH2:15][CH2:16][S:17][C:18]4[CH:23]=[CH:22][CH:21]=[CH:20][C:19]=4[C:7]2=3)[CH2:29][CH2:28][CH2:27][CH2:26][CH2:25]1. (3) Given the reactants [Cl:1][C:2]1[N:7]=[C:6]([C:8]([O:10][CH2:11][CH3:12])=[O:9])[C:5](F)=[CH:4][N:3]=1.[F:14][C:15]([F:19])([F:18])[CH2:16][NH2:17], predict the reaction product. The product is: [Cl:1][C:2]1[N:7]=[C:6]([C:8]([O:10][CH2:11][CH3:12])=[O:9])[C:5]([NH:17][CH2:16][C:15]([F:19])([F:18])[F:14])=[CH:4][N:3]=1. (4) Given the reactants [NH2:1][C:2]1[C:7](=[O:8])[NH:6][C:5]([C:9]2[CH:14]=[CH:13][C:12]([C:15]3([NH:19][C:20](=[O:26])[O:21][C:22]([CH3:25])([CH3:24])[CH3:23])[CH2:18][CH2:17][CH2:16]3)=[CH:11][CH:10]=2)=[C:4]([C:27]2[CH:32]=[CH:31][CH:30]=[CH:29][CH:28]=2)[CH:3]=1.CCN(C(C)C)C(C)C.Cl[CH:43]([CH3:47])[C:44](Cl)=[O:45].C(=O)(O)[O-].[Na+], predict the reaction product. The product is: [C:22]([O:21][C:20](=[O:26])[NH:19][C:15]1([C:12]2[CH:11]=[CH:10][C:9]([C:5]3[C:4]([C:27]4[CH:32]=[CH:31][CH:30]=[CH:29][CH:28]=4)=[CH:3][C:2]4[NH:1][C:44](=[O:45])[CH:43]([CH3:47])[O:8][C:7]=4[N:6]=3)=[CH:14][CH:13]=2)[CH2:18][CH2:17][CH2:16]1)([CH3:25])([CH3:24])[CH3:23]. (5) Given the reactants [Li+].[OH-].[O:3]=[C:4]1[N:10]([CH:11]2[CH2:16][CH2:15][N:14]([C:17]([O:19][C@H:20]([CH2:42][C:43]3[CH:48]=[C:47]([C:49]([F:52])([F:51])[F:50])[C:46]([NH2:53])=[C:45]([Cl:54])[CH:44]=3)[C:21]([N:23]3[CH2:28][CH2:27][N:26]([CH:29]4[CH2:34][CH2:33][N:32]([CH:35]([C:37]([O:39]CC)=[O:38])[CH3:36])[CH2:31][CH2:30]4)[CH2:25][CH2:24]3)=[O:22])=[O:18])[CH2:13][CH2:12]2)[CH2:9][CH2:8][C:7]2[CH:55]=[CH:56][CH:57]=[CH:58][C:6]=2[NH:5]1, predict the reaction product. The product is: [O:3]=[C:4]1[N:10]([CH:11]2[CH2:12][CH2:13][N:14]([C:17]([O:19][C@H:20]([CH2:42][C:43]3[CH:48]=[C:47]([C:49]([F:51])([F:50])[F:52])[C:46]([NH2:53])=[C:45]([Cl:54])[CH:44]=3)[C:21]([N:23]3[CH2:24][CH2:25][N:26]([CH:29]4[CH2:34][CH2:33][N:32]([CH:35]([C:37]([OH:39])=[O:38])[CH3:36])[CH2:31][CH2:30]4)[CH2:27][CH2:28]3)=[O:22])=[O:18])[CH2:15][CH2:16]2)[CH2:9][CH2:8][C:7]2[CH:55]=[CH:56][CH:57]=[CH:58][C:6]=2[NH:5]1. (6) The product is: [F:1][C:2]1[CH:3]=[C:4]([C:8]2[N:9]=[CH:10][C:11]3[C:17]([OH:18])=[C:16]([C:19]([NH:21][CH2:22][C:23]([OH:25])=[O:24])=[O:20])[C:15](=[O:30])[N:14]([CH3:31])[C:12]=3[N:13]=2)[CH:5]=[CH:6][CH:7]=1. Given the reactants [F:1][C:2]1[CH:3]=[C:4]([C:8]2[N:9]=[CH:10][C:11]3[C:17]([OH:18])=[C:16]([C:19]([NH:21][CH2:22][C:23]([O:25]C(C)(C)C)=[O:24])=[O:20])[C:15](=[O:30])[N:14]([CH3:31])[C:12]=3[N:13]=2)[CH:5]=[CH:6][CH:7]=1.ClC1N=CC2C(O)=C(C(NCC(OC(C)(C)C)=O)=O)C(=O)N(C)C=2N=1.FC1C=C(B(O)O)C=CC=1.C([O-])([O-])=O.[Na+].[Na+], predict the reaction product.